Task: Predict the reaction yield, written as a fraction of the theoretical maximum amount of product (1.0 means a 100% yield; for example, 0.34 means a 34% yield).. Dataset: Reaction yield outcomes from USPTO patents with 853,638 reactions (1) The reactants are [N:1]([C:4]1[CH:5]=[C:6]([C@:10]23[CH2:19][CH2:18][O:17][CH2:16][CH:15]2[CH2:14][S:13][C:12]([NH:20][C:21](=[O:27])[O:22][C:23]([CH3:26])([CH3:25])[CH3:24])=[N:11]3)[CH:7]=[CH:8][CH:9]=1)=[N+]=[N-]. The catalyst is [Pd].C(O)C. The product is [NH2:1][C:4]1[CH:5]=[C:6]([C@:10]23[CH2:19][CH2:18][O:17][CH2:16][CH:15]2[CH2:14][S:13][C:12]([NH:20][C:21](=[O:27])[O:22][C:23]([CH3:25])([CH3:24])[CH3:26])=[N:11]3)[CH:7]=[CH:8][CH:9]=1. The yield is 0.970. (2) The yield is 0.990. The product is [CH2:19]([O:20][C:21](=[O:4])/[CH:17]=[C:14](/[C:11]1[CH:12]=[CH:13][C:8]([Br:7])=[CH:9][CH:10]=1)\[CH3:15])[CH3:18]. No catalyst specified. The reactants are CC(C)([O-:4])C.[K+].[Br:7][C:8]1[CH:13]=[CH:12][C:11]([C:14](=O)[CH3:15])=[CH:10][CH:9]=1.[CH2:17]1[CH2:21][O:20][CH2:19][CH2:18]1. (3) The reactants are [N+:1]([C:4]1[CH:12]=[CH:11][C:7]([C:8](Cl)=[O:9])=[CH:6][CH:5]=1)([O-:3])=[O:2].[N:13]1[CH:18]=[CH:17][CH:16]=[CH:15][CH:14]=1.NC1C=CC([C:26]2[C:27]([NH2:34])=[N:28][C:29]([NH2:33])=[N:30][C:31]=2[CH3:32])=CC=1.N.O1CCOC[CH2:37]1. No catalyst specified. The product is [NH2:33][C:29]1[N:28]=[C:27]([NH:34][C:15]2[CH:14]=[CH:37][C:18]([NH:13][C:8](=[O:9])[C:7]3[CH:11]=[CH:12][C:4]([N+:1]([O-:3])=[O:2])=[CH:5][CH:6]=3)=[CH:17][CH:16]=2)[CH:26]=[C:31]([CH3:32])[N:30]=1. The yield is 0.410.